From a dataset of Peptide-MHC class I binding affinity with 185,985 pairs from IEDB/IMGT. Regression. Given a peptide amino acid sequence and an MHC pseudo amino acid sequence, predict their binding affinity value. This is MHC class I binding data. (1) The peptide sequence is QQGIVRQRV. The MHC is HLA-B08:01 with pseudo-sequence HLA-B08:01. The binding affinity (normalized) is 0. (2) The peptide sequence is GQFNRYAAM. The MHC is HLA-A69:01 with pseudo-sequence HLA-A69:01. The binding affinity (normalized) is 0.0847. (3) The peptide sequence is DIVKGLSGY. The MHC is HLA-B08:01 with pseudo-sequence HLA-B08:01. The binding affinity (normalized) is 0.0847. (4) The peptide sequence is KTSSFKISK. The MHC is HLA-A32:01 with pseudo-sequence HLA-A32:01. The binding affinity (normalized) is 0.0714. (5) The binding affinity (normalized) is 0.0847. The peptide sequence is KVFFGPIYY. The MHC is HLA-A02:01 with pseudo-sequence HLA-A02:01. (6) The peptide sequence is RFRGEDGCWY. The MHC is HLA-A30:02 with pseudo-sequence HLA-A30:02. The binding affinity (normalized) is 0.750. (7) The peptide sequence is NLYISDYKML. The MHC is HLA-A02:02 with pseudo-sequence HLA-A02:02. The binding affinity (normalized) is 0.341. (8) The peptide sequence is QSITRSLIY. The MHC is HLA-A24:02 with pseudo-sequence HLA-A24:02. The binding affinity (normalized) is 0.0597.